Dataset: Forward reaction prediction with 1.9M reactions from USPTO patents (1976-2016). Task: Predict the product of the given reaction. (1) Given the reactants [C:1]([C:3]([C:6]1[CH:7]=[C:8]([CH:34]=[CH:35][CH:36]=1)[C:9]([NH:11][C:12]1[CH:17]=[CH:16][C:15]([CH3:18])=[C:14]([NH:19]C(C2N=C(N3CCOCC3)N=CC=2)=O)[CH:13]=1)=[O:10])([CH3:5])[CH3:4])#[N:2].[Br:37][C:38]1[C:39]([C:46]([OH:48])=O)=[N:40][C:41]([S:44][CH3:45])=[N:42][CH:43]=1.CN(C(ON1N=NC2C=CC=NC1=2)=[N+](C)C)C.F[P-](F)(F)(F)(F)F.CCN(C(C)C)C(C)C, predict the reaction product. The product is: [Br:37][C:38]1[C:39]([C:46]([NH:19][C:14]2[CH:13]=[C:12]([NH:11][C:9](=[O:10])[C:8]3[CH:34]=[CH:35][CH:36]=[C:6]([C:3]([C:1]#[N:2])([CH3:4])[CH3:5])[CH:7]=3)[CH:17]=[CH:16][C:15]=2[CH3:18])=[O:48])=[N:40][C:41]([S:44][CH3:45])=[N:42][CH:43]=1. (2) Given the reactants [OH:1][CH:2]([C@@H:14]([NH:19][C:20](=[O:35])[O:21][CH2:22][C:23]1([CH2:28][C:29]2[CH:34]=[CH:33][CH:32]=[CH:31][CH:30]=2)[CH2:27][CH2:26][CH2:25][CH2:24]1)[CH2:15][CH2:16][CH2:17][CH3:18])[C:3](=[O:13])[NH:4][C@@H:5]([C:7]1[CH:12]=[CH:11][CH:10]=[CH:9][CH:8]=1)[CH3:6].OC([C@@H](NC(=O)OCC1(CC2C=CC=CC=2)CCC1)CCCC)C(=O)N[C@@H](C1C=CC=CC=1)C, predict the reaction product. The product is: [O:13]=[C:3]([NH:4][C@@H:5]([C:7]1[CH:12]=[CH:11][CH:10]=[CH:9][CH:8]=1)[CH3:6])[C:2]([C@@H:14]([NH:19][C:20](=[O:35])[O:21][CH2:22][C:23]1([CH2:28][C:29]2[CH:30]=[CH:31][CH:32]=[CH:33][CH:34]=2)[CH2:24][CH2:25][CH2:26][CH2:27]1)[CH2:15][CH2:16][CH2:17][CH3:18])=[O:1]. (3) Given the reactants [CH:1]([C:3]1[CH:8]=[CH:7][C:6](B(O)O)=[CH:5][CH:4]=1)=[O:2].FC(F)(F)S(O[C:18]1[CH2:23][CH2:22][N:21]([C:24]([O:26][C:27]([CH3:30])([CH3:29])[CH3:28])=[O:25])[CH2:20][CH:19]=1)(=O)=O.C(=O)([O-])[O-].[Cs+].[Cs+], predict the reaction product. The product is: [CH:1]([C:3]1[CH:8]=[CH:7][C:6]([C:18]2[CH2:23][CH2:22][N:21]([C:24]([O:26][C:27]([CH3:30])([CH3:29])[CH3:28])=[O:25])[CH2:20][CH:19]=2)=[CH:5][CH:4]=1)=[O:2].